Regression. Given a target protein amino acid sequence and a drug SMILES string, predict the binding affinity score between them. We predict pKi (pKi = -log10(Ki in M); higher means stronger inhibition). Dataset: bindingdb_ki. From a dataset of Drug-target binding data from BindingDB using Ki measurements. (1) The pKi is 5.0. The compound is Cc1nccn1C[C@H]1CCc2c(c3cccc4c3n2CCC4)C1=O. The target protein (Q9R0Q2) has sequence MAANTTSTAATSSPGGMSLSLLPIVLLSVALVVGLPGNSFVVWSILKRMQKRSVTALLVLNLALADLAVLLTAPFFLHFLARGTWSFEVTGCRLCHYVCGVSMYASVLLITIMSLDRSLAVARPFVSQKVRTKAFARWVLAGIWVVSFLLAIPVLVYRTVTPKNKTLICDSRYPSDGHKVFHLLFEAITGFLLPFLAVVASYSDIGRRLQARRFRRSRRTGRLVVLIILAFAAFWLPYHLVNLVEAGRTLAGWDKNSPAGQRLKLARYVLIALAFLSSSVNPVLYACAGGGLLRSAGVGFVVKLLEGTGSEVSSTRRGGTLVQTPKATPTCPEPGPTDSFMTSSTPPESSK. (2) The small molecule is CCc1[nH]c2cc(F)ccc2c1C1CCN(CCCSc2ccc(F)cc2)CC1. The target protein (O54814) has sequence MASNEEELKTVVETFETTPYEYEWAPPCEKVSIRELGSWLLPPLYSLVFIVGLLGNMMVVLILIKYRKLQIMTNIYLLNLAISDLLFLFTVPFWIHYVLWNEWGFGHCMCKMLSGLYYLALYSEIFFIILLTIDRYLAIVHAVLALRARTVTFATITSIITWGFAVLAALPEFIFHESQDNFGDLSCSPRYPEGEEDSWKRFHALRMNIFGLALPLLIMVICYSGIIKTLLRCPNKKKHKAIQLIFVVMIVFFIFWTPYNLVLLLSAFHSTFLETSCQQSIHLDLAMQVTEVITHTHCCINPIIYAFVGERFRKHLRLFFHRNVAIYLRKYISFLPGEKLERTSSVSPSTGEQEISVVF. The pKi is 6.6. (3) The pKi is 5.7. The target protein sequence is MVLLLILSVLLLKEDVRGSAQSSERRVVAHMPGDIIIGALFSVHHQPTVDKVHERKCGAVREQYGIQRVEAMLHTLERINSDPTLLPNITLGCEIRDSCWHSAVALEQSIEFIRDSLISAEEEEGLVRCVDGSSSFRSKKPIVGVIGPGSSSVAIQVQNLLQLFNIPQIAYSATSMDLSDKTLFKYFMRVVPSDAQQARAMVDIVKRYNWTYVSAVHTEGNYGESGMEAFKDMSAKEGICIAHSYKIYSNAGEQSFDKLLKKLTSHLPKARVVACFCEGMTVRGLLMAMRRLGLAGEFLLLGSDGWADRYDVTDGYQREAVGGITIKLQSPDVKWFDDYYLKLRPETNLRNPWFQEFWQHRFQCRLEGFAQENSKYNKTCNSSLTLRTHHVQDSKMGFVINAIYSMAYGLHNMQMSLCPGYAGLCDAMKPIDGRKLLDSLMKTNFTGVSGDMILFDENGDSPGRYEIMNFKEMRKDYFDYINVGSWDNGELKMDDDEVWS.... The drug is NC(C(=O)O)c1cc(=O)[nH]o1. (4) The drug is CCCCN1CCC(COC(=O)c2cc(Cl)c(NC)c3c2OCCO3)CC1. The target protein (P26255) has sequence MAPWPHKNGSLAFWSDAPTLDPSAANTSGLPGVPWAAALAGALLALATVGGNLLVITAIARTPRLQTITNVFVTSLATADLVVGLLVMPPGATLALTGHWPLGATGCELWTSVDVLCVTASIETLCALAVDRYLAVTNPLRYGTLVTKRRARAAVVLVWIVSATVSFAPIMSQWWRVGADAEAQECHSNPRCCSFASNMPYALLSSSVSFYLPLLVMLFVYARVFVVAKRQRRLLRRELGRFPPEESPRSPSRSPSPATVGTPTASDGVPSCGRRPARLLPLGEHRALRTLGLIMGIFSLCWLPFFLANVLRALVGPSLVPSGVFIALNWLGYANSAFNPLIYCRSPDFRDAFRRLLCSYGGRGPEEPRVVTFPASPVASRQNSPLNRFDGYEGERPFPT. The pKi is 5.0. (5) The compound is CN1CCN(CC(=O)N2c3ccccc3C(=O)Nc3cccnc32)CC1. The target protein (Q95223) has sequence MGDKGTRVFKKASPNGKLTVYLGKRGFVDHIDLVDPVDGVVLVDPEYLKERRVYVTLTCAFRYGREDLDVLGLTFRKDLFVANVQSFPPAPEDKKPLTRLQERLIKKLGEHAYPFTFEIPPKLPCSVTLQPGPEDTGKACGVDYEVKAFCAENLEEKIHKRNSVRLVIRKVQYAPERPGPHPTAETTRLFLMSDKPLHLEASLDKEIYYHGEPIIVNVHVTNNTNKTVKKIKISVRQYADICLFNTAQYKCPVAMEEADDTVAPSSTFCKVYTLTPFLANNREKRGLALDGKLKHEDTNLASSTLMREGANREILGIIVSYKVKVKLVVSRGGDVAVELPFTLMHPKPKEEPPHREVPENETPVDTNLIELDTNDDDIVFEDFARQRLKGMKDDKEEEDDVTGSPRLNDR. The pKi is 6.3. (6) The compound is CC(C)CC(NC(=O)CNC(=O)C(C)NC(=O)C(CC(C)C)NC(=O)C(CCCN=C(N)N)NC(=O)C(CC1CNCN1)NC(=O)C(NC(=O)C(NC(=O)C(CS)NC(=O)C(NC(=O)C(C)NC(=O)C(NC(=O)C(CC(=O)O)NC(=O)C(CS)NC(=O)C(C)N)C(C)O)C(C)O)C(C)C)C(C)O)C(=O)NC(CC(C)C)C(=O)NC(CO)C(=O)NC(CCCN=C(N)N)C(=O)NC(CO)C(=O)NCC(=O)NCC(=O)NC(C(=O)NC(C(=O)NC(CCCCN)C(=O)NC(CC(N)=O)C(=O)NC(CC(N)=O)C(=O)NC(Cc1ccccc1)C(=O)NC(C(=O)N1CCCC1C(=O)NC(C(=O)NC(CC(N)=O)C(=O)NC(C(=O)NCC(=O)NC(CO)C(=O)NC(CCCCN)C(=O)NC(C)C(=O)NC(Cc1ccccc1)C(N)=O)C(C)C)C(C)O)C(C)C)C(C)C)C(C)C. The target protein (Q867C0) has sequence MARGLRGLPRRGLWLLLVNHLFLATACQDTDHAALLRKYCLPQFQVDMEAIGKALWCDWDKTIGSYKDLSDCTRLVAQRLDCFWPNAAVDKFFLGVHQQYFRNCPVSGRALQDPPSSVLCPFIVVPILATLLMTALVVWRSKRPEGIV. The pKi is 9.7. (7) The drug is O=P(O)(O)C(O)(Cc1cccc(-c2ccc(-c3ccccc3)cc2)c1)P(=O)(O)O. The target protein (Q12051) has sequence MEAKIDELINNDPVWSSQNESLISKPYNHILLKPGKNFRLNLIVQINRVMNLPKDQLAIVSQIVELLHNSSLLIDDIEDNAPLRRGQTTSHLIFGVPSTINTANYMYFRAMQLVSQLTTKEPLYHNLITIFNEELINLHRGQGLDIYWRDFLPEIIPTQEMYLNMVMNKTGGLFRLTLRLMEALSPSSHHGHSLVPFINLLGIIYQIRDDYLNLKDFQMSSEKGFAEDITEGKLSFPIVHALNFTKTKGQTEQHNEILRILLLRTSDKDIKLKLIQILEFDTNSLAYTKNFINQLVNMIKNDNENKYLPDLASHSDTATNLHDELLYIIDHLSEL. The pKi is 7.5. (8) The small molecule is CC1(C)C2CCC1(CS(=O)(=O)O)C(=O)C2.CN(C(=O)Cc1ccccc1)[C@@H]1C[C@@]23CCN(CC4CC4)[C@H]4C=C[C@@H]1C[C@]42Cc1ccc(O)cc13. The target protein (P97266) has sequence YTKMKTATNIYIFNLALADALATSTLPFQSVNYLMGTWPFGTILCKIVISIDYYNMFTSIFTLCTMSVDRYIAVCHPVKALDFRTPRNAKTVNVCNWI. The pKi is 9.3. (9) The pKi is 6.0. The compound is Cc1cc2c(s1)=Nc1ccccc1NC=2N1CCN(C)CC1. The target is MLLARMKPQVQPELGGADQ. (10) The drug is CC(=O)c1ccccc1NC(=O)c1ccc([N+](=O)[O-])cc1. The target protein (Q9FBI2) has sequence MKIIIFRVLTFFFVIFSVNVVAKEFTLDFSTAKTYVDSLNVIRSAIGTPLQTISSGGTSLLMIDSGTGDNLFAVDVRGIDPEEGRFNNLRLIVERNNLYVTGFVNRTNNVFYRFADFSHVTFPGTTAVTLSGDSSYTTLQRVAGISRTGMQINRHSLTTSYLDLMSHSGTSLTQSVARAMLRFVTVTAEALRFRQIQRGFRTTLDDLSGRSYVMTAEDVDLTLNWGRLSSVLPDYHGQDSVRVGRISFGSINAILGSVALILNCHHHASRVARMASDEFPSMCPADGRVRGITHNKILWDSSTLGAILMRRTISS. The pKi is 5.3.